From a dataset of NCI-60 drug combinations with 297,098 pairs across 59 cell lines. Regression. Given two drug SMILES strings and cell line genomic features, predict the synergy score measuring deviation from expected non-interaction effect. (1) Drug 1: CC1C(C(CC(O1)OC2CC(CC3=C2C(=C4C(=C3O)C(=O)C5=C(C4=O)C(=CC=C5)OC)O)(C(=O)C)O)N)O.Cl. Drug 2: C(CCl)NC(=O)N(CCCl)N=O. Cell line: SR. Synergy scores: CSS=84.6, Synergy_ZIP=0.178, Synergy_Bliss=1.84, Synergy_Loewe=1.97, Synergy_HSA=4.54. (2) Drug 2: CN(CC1=CN=C2C(=N1)C(=NC(=N2)N)N)C3=CC=C(C=C3)C(=O)NC(CCC(=O)O)C(=O)O. Drug 1: CC1=C2C(C(=O)C3(C(CC4C(C3C(C(C2(C)C)(CC1OC(=O)C(C(C5=CC=CC=C5)NC(=O)OC(C)(C)C)O)O)OC(=O)C6=CC=CC=C6)(CO4)OC(=O)C)OC)C)OC. Cell line: SK-MEL-28. Synergy scores: CSS=33.0, Synergy_ZIP=0.252, Synergy_Bliss=-0.289, Synergy_Loewe=-15.9, Synergy_HSA=-1.73. (3) Cell line: NCI-H522. Drug 2: C1C(C(OC1N2C=NC(=NC2=O)N)CO)O. Drug 1: CS(=O)(=O)C1=CC(=C(C=C1)C(=O)NC2=CC(=C(C=C2)Cl)C3=CC=CC=N3)Cl. Synergy scores: CSS=9.04, Synergy_ZIP=-4.68, Synergy_Bliss=-3.11, Synergy_Loewe=-6.45, Synergy_HSA=-2.17. (4) Drug 1: CS(=O)(=O)C1=CC(=C(C=C1)C(=O)NC2=CC(=C(C=C2)Cl)C3=CC=CC=N3)Cl. Drug 2: CCC1(CC2CC(C3=C(CCN(C2)C1)C4=CC=CC=C4N3)(C5=C(C=C6C(=C5)C78CCN9C7C(C=CC9)(C(C(C8N6C)(C(=O)OC)O)OC(=O)C)CC)OC)C(=O)OC)O.OS(=O)(=O)O. Cell line: NCI-H322M. Synergy scores: CSS=42.3, Synergy_ZIP=12.3, Synergy_Bliss=13.5, Synergy_Loewe=-9.48, Synergy_HSA=12.5. (5) Drug 1: CN1C2=C(C=C(C=C2)N(CCCl)CCCl)N=C1CCCC(=O)O.Cl. Drug 2: C1CNP(=O)(OC1)N(CCCl)CCCl. Cell line: MCF7. Synergy scores: CSS=0.821, Synergy_ZIP=-0.295, Synergy_Bliss=-0.732, Synergy_Loewe=-0.382, Synergy_HSA=-1.26.